Predict which catalyst facilitates the given reaction. From a dataset of Catalyst prediction with 721,799 reactions and 888 catalyst types from USPTO. (1) Reactant: I[C:2]1[O:3][C:4]([C:7]([O:9]CC)=[O:8])=[CH:5][N:6]=1.C([O-])([O-])=O.[K+].[K+].[CH3:18][N:19]1[C:23](B2OC(C)(C)C(C)(C)O2)=[CH:22][CH:21]=[N:20]1. Product: [CH3:18][N:19]1[C:23]([C:2]2[O:3][C:4]([C:7]([OH:9])=[O:8])=[CH:5][N:6]=2)=[CH:22][CH:21]=[N:20]1. The catalyst class is: 760. (2) Reactant: [Cl:1][C:2]1[N:7]=[C:6]2[N:8]([CH2:11][C:12]3[CH:17]=[CH:16][CH:15]=[C:14]([C:18]([F:21])([F:20])[F:19])[C:13]=3[CH3:22])[CH:9]=[N:10][C:5]2=[C:4](Cl)[CH:3]=1.[CH3:24][O-:25].[Na+]. Product: [Cl:1][C:2]1[N:7]=[C:6]2[N:8]([CH2:11][C:12]3[CH:17]=[CH:16][CH:15]=[C:14]([C:18]([F:21])([F:20])[F:19])[C:13]=3[CH3:22])[CH:9]=[N:10][C:5]2=[C:4]([O:25][CH3:24])[CH:3]=1. The catalyst class is: 5.